Dataset: Peptide-MHC class II binding affinity with 134,281 pairs from IEDB. Task: Regression. Given a peptide amino acid sequence and an MHC pseudo amino acid sequence, predict their binding affinity value. This is MHC class II binding data. (1) The peptide sequence is YDKFLTNVSTVLTGK. The MHC is DRB1_1602 with pseudo-sequence DRB1_1602. The binding affinity (normalized) is 0.691. (2) The peptide sequence is QFKPEEITGIMKDLD. The MHC is HLA-DQA10101-DQB10501 with pseudo-sequence HLA-DQA10101-DQB10501. The binding affinity (normalized) is 0.0527. (3) The peptide sequence is EKTYFAATQFEPLAA. The MHC is HLA-DQA10501-DQB10301 with pseudo-sequence HLA-DQA10501-DQB10301. The binding affinity (normalized) is 0.350. (4) The peptide sequence is HDGGCRKELAAVSVD. The MHC is HLA-DPA10301-DPB10402 with pseudo-sequence HLA-DPA10301-DPB10402. The binding affinity (normalized) is 0.157. (5) The peptide sequence is EKKYFAATQFEPLAA. The MHC is HLA-DQA10401-DQB10402 with pseudo-sequence HLA-DQA10401-DQB10402. The binding affinity (normalized) is 0.504. (6) The peptide sequence is PVGFFTALAVLIECH. The MHC is DRB3_0202 with pseudo-sequence DRB3_0202. The binding affinity (normalized) is 0.580. (7) The peptide sequence is LYHVYEVNLVS. The MHC is HLA-DQA10102-DQB10602 with pseudo-sequence HLA-DQA10102-DQB10602. The binding affinity (normalized) is 0. (8) The peptide sequence is RVVHLYRNGKDQDGD. The MHC is DRB4_0101 with pseudo-sequence DRB4_0103. The binding affinity (normalized) is 0.335.